Dataset: Forward reaction prediction with 1.9M reactions from USPTO patents (1976-2016). Task: Predict the product of the given reaction. (1) Given the reactants [Cl:1][C:2]1[CH:3]=[C:4](OS(C(F)(F)F)(=O)=O)[CH:5]=[CH:6][C:7]=1[CH:8]([CH3:22])[C:9]([C:15]1[CH:20]=[CH:19][N:18]=[C:17]([Cl:21])[CH:16]=1)([OH:14])[C:10]([F:13])([F:12])[F:11].[CH2:31]([O:33][C:34]([C:36]1[CH:37]=[C:38](B(O)O)[CH:39]=[CH:40][CH:41]=1)=[O:35])[CH3:32], predict the reaction product. The product is: [CH2:31]([O:33][C:34]([C:36]1[CH:41]=[C:40]([C:4]2[CH:5]=[CH:6][C:7]([CH:8]([CH3:22])[C:9]([C:15]3[CH:20]=[CH:19][N:18]=[C:17]([Cl:21])[CH:16]=3)([OH:14])[C:10]([F:12])([F:11])[F:13])=[C:2]([Cl:1])[CH:3]=2)[CH:39]=[CH:38][CH:37]=1)=[O:35])[CH3:32]. (2) Given the reactants [C:1]1([S:11]([C:14]2[C:22]3[C:17](=[CH:18][CH:19]=[C:20]([O:23][CH:24]4[CH2:29][CH2:28][NH:27][CH2:26][CH2:25]4)[CH:21]=3)[NH:16][N:15]=2)(=[O:13])=[O:12])[C:10]2[C:5](=[CH:6][CH:7]=[CH:8][CH:9]=2)[CH:4]=[CH:3][CH:2]=1.[CH:30](=O)[CH2:31][CH3:32].C(O)(=O)C.C(O[BH-](OC(=O)C)OC(=O)C)(=O)C.[Na+].[OH-].[Na+], predict the reaction product. The product is: [C:1]1([S:11]([C:14]2[C:22]3[C:17](=[CH:18][CH:19]=[C:20]([O:23][CH:24]4[CH2:29][CH2:28][N:27]([CH2:30][CH2:31][CH3:32])[CH2:26][CH2:25]4)[CH:21]=3)[NH:16][N:15]=2)(=[O:12])=[O:13])[C:10]2[C:5](=[CH:6][CH:7]=[CH:8][CH:9]=2)[CH:4]=[CH:3][CH:2]=1. (3) The product is: [NH2:18]/[C:17](=[N:6]\[C:20](=[O:21])[O:22][C:23]([CH3:26])([CH3:25])[CH3:24])/[C:15]1[S:16][C:12]([Br:11])=[CH:13][CH:14]=1. Given the reactants [Li+].C[Si]([N-:6][Si](C)(C)C)(C)C.[Br:11][C:12]1[S:16][C:15]([C:17]#[N:18])=[CH:14][CH:13]=1.Cl.[C:20](O[C:20]([O:22][C:23]([CH3:26])([CH3:25])[CH3:24])=[O:21])([O:22][C:23]([CH3:26])([CH3:25])[CH3:24])=[O:21], predict the reaction product. (4) Given the reactants [Cl:1][C:2]1[CH:3]=[CH:4][C:5]2[N:6]([C:8]([CH2:14]O)=[C:9]([CH:11]3[CH2:13][CH2:12]3)[N:10]=2)[N:7]=1.[F:16][C:17]([F:25])=[CH:18][CH:19]1[CH2:23][NH:22][C:21](=[O:24])[CH2:20]1, predict the reaction product. The product is: [Cl:1][C:2]1[CH:3]=[CH:4][C:5]2[N:6]([C:8]([CH2:14][N:22]3[CH2:23][CH:19]([CH:18]=[C:17]([F:25])[F:16])[CH2:20][C:21]3=[O:24])=[C:9]([CH:11]3[CH2:12][CH2:13]3)[N:10]=2)[N:7]=1. (5) Given the reactants [CH3:1][C:2]([CH3:36])([CH3:35])[CH2:3][C:4]1[N:9]=[C:8]([CH2:10][O:11][C:12]2[CH:13]=[C:14]([CH2:19][CH2:20][C:21]([O:23]CC)=[O:22])[CH:15]=[C:16]([CH3:18])[CH:17]=2)[CH:7]=[CH:6][C:5]=1[C:26]1[CH:31]=[C:30]([O:32][CH3:33])[CH:29]=[CH:28][C:27]=1[F:34].[OH-].[Na+], predict the reaction product. The product is: [CH3:1][C:2]([CH3:36])([CH3:35])[CH2:3][C:4]1[N:9]=[C:8]([CH2:10][O:11][C:12]2[CH:13]=[C:14]([CH2:19][CH2:20][C:21]([OH:23])=[O:22])[CH:15]=[C:16]([CH3:18])[CH:17]=2)[CH:7]=[CH:6][C:5]=1[C:26]1[CH:31]=[C:30]([O:32][CH3:33])[CH:29]=[CH:28][C:27]=1[F:34]. (6) The product is: [Br:26][C:5]1[C:6]([N:11]2[CH2:16][CH2:15][N:14]([CH2:17][C:18]([NH:20][C:21]3[S:22][CH:23]=[CH:24][N:25]=3)=[O:19])[CH2:13][CH2:12]2)=[C:7]2[N:8]=[C:33]([C:32]3[CH:35]=[CH:36][C:29]([N:28]([CH3:37])[CH3:27])=[CH:30][CH:31]=3)[NH:1][C:2]2=[N:3][CH:4]=1. Given the reactants [NH2:1][C:2]1[C:7]([N+:8]([O-])=O)=[C:6]([N:11]2[CH2:16][CH2:15][N:14]([CH2:17][C:18]([NH:20][C:21]3[S:22][CH:23]=[CH:24][N:25]=3)=[O:19])[CH2:13][CH2:12]2)[C:5]([Br:26])=[CH:4][N:3]=1.[CH3:27][N:28]([CH3:37])[C:29]1[CH:36]=[CH:35][C:32]([CH:33]=O)=[CH:31][CH:30]=1.[O-]S(S([O-])=O)=O.[Na+].[Na+], predict the reaction product. (7) Given the reactants [CH3:1][N:2]([CH3:6])[CH2:3][CH2:4][OH:5].C(=O)([O-])[O-].[K+].[K+].CN(C=O)C.Cl[C:19]1[CH:28]=[CH:27][C:26]2[C:21](=[CH:22][CH:23]=[C:24]([N+:29]([O-:31])=[O:30])[CH:25]=2)[N:20]=1, predict the reaction product. The product is: [CH3:1][N:2]([CH3:6])[CH2:3][CH2:4][O:5][C:19]1[CH:28]=[CH:27][C:26]2[C:21](=[CH:22][CH:23]=[C:24]([N+:29]([O-:31])=[O:30])[CH:25]=2)[N:20]=1. (8) Given the reactants [CH:1]([C:3]1[CH:4]=[CH:5][C:6]([O:13][CH3:14])=[C:7]([CH:12]=1)[C:8]([O:10][CH3:11])=[O:9])=[O:2].[BH4-].[Na+], predict the reaction product. The product is: [OH:2][CH2:1][C:3]1[CH:4]=[CH:5][C:6]([O:13][CH3:14])=[C:7]([CH:12]=1)[C:8]([O:10][CH3:11])=[O:9]. (9) Given the reactants [CH3:1]N(C=O)C.[CH:6]1([C:11]2([CH3:27])[NH:15][C:14](=[O:16])[N:13]([CH2:17][C:18](=[O:25])[C:19]3[CH:24]=[CH:23][CH:22]=[CH:21][CH:20]=3)[C:12]2=[O:26])[CH2:10][CH2:9][CH2:8][CH2:7]1.C([O-])([O-])=O.[K+].[K+].CI, predict the reaction product. The product is: [CH:6]1([C:11]2([CH3:27])[N:15]([CH3:1])[C:14](=[O:16])[N:13]([CH2:17][C:18](=[O:25])[C:19]3[CH:20]=[CH:21][CH:22]=[CH:23][CH:24]=3)[C:12]2=[O:26])[CH2:10][CH2:9][CH2:8][CH2:7]1. (10) Given the reactants [Br:1][C:2]1[CH:3]=[C:4]([CH2:8][C:9]([OH:11])=[O:10])[CH:5]=[CH:6][CH:7]=1.OS(O)(=O)=O.[CH3:17]O, predict the reaction product. The product is: [Br:1][C:2]1[CH:3]=[C:4]([CH2:8][C:9]([O:11][CH3:17])=[O:10])[CH:5]=[CH:6][CH:7]=1.